Dataset: Reaction yield outcomes from USPTO patents with 853,638 reactions. Task: Predict the reaction yield, written as a fraction of the theoretical maximum amount of product (1.0 means a 100% yield; for example, 0.34 means a 34% yield). (1) The reactants are [CH2:1]([N:8]([CH2:10][C:11]1[S:19][C:18]2[C:17]([N:20]3[CH2:25][CH2:24][O:23][CH2:22][CH2:21]3)=[N:16][C:15](Cl)=[N:14][C:13]=2[CH:12]=1)[CH3:9])[C:2]1[CH:7]=[CH:6][CH:5]=[CH:4][CH:3]=1.CC1(C)C(C)(C)OB([C:35]2[CH:36]=[N:37][C:38]([NH2:41])=[N:39][CH:40]=2)O1. No catalyst specified. The product is [CH2:1]([N:8]([CH2:10][C:11]1[S:19][C:18]2[C:17]([N:20]3[CH2:25][CH2:24][O:23][CH2:22][CH2:21]3)=[N:16][C:15]([C:35]3[CH:36]=[N:37][C:38]([NH2:41])=[N:39][CH:40]=3)=[N:14][C:13]=2[CH:12]=1)[CH3:9])[C:2]1[CH:7]=[CH:6][CH:5]=[CH:4][CH:3]=1. The yield is 1.00. (2) The yield is 0.830. The product is [Br:9][C:10]1[C:11]([O:8][C:5]2[CH:6]=[CH:7][C:2]([Cl:1])=[CH:3][CH:4]=2)=[CH:12][C:13]([F:20])=[C:14]([CH:19]=1)[C:15]([O:17][CH3:18])=[O:16]. The reactants are [Cl:1][C:2]1[CH:7]=[CH:6][C:5]([OH:8])=[CH:4][CH:3]=1.[Br:9][C:10]1[C:11](F)=[CH:12][C:13]([F:20])=[C:14]([CH:19]=1)[C:15]([O:17][CH3:18])=[O:16].C(=O)([O-])[O-].[K+].[K+]. The catalyst is CS(C)=O.O. (3) The reactants are C(OC([N:8]1[CH2:19][CH:18]2[CH2:20][CH:10]([CH2:11][C:12]3[C:13](=[O:22])[N:14]([CH3:21])[CH:15]=[CH:16][C:17]=32)[CH2:9]1)=O)(C)(C)C.Cl. The catalyst is C(OCC)(=O)C. The product is [CH3:21][N:14]1[C:13](=[O:22])[C:12]2[CH2:11][CH:10]3[CH2:9][N:8]([CH2:19][CH2:18][CH2:20]3)[C:17]=2[CH:16]=[CH:15]1. The yield is 0.640. (4) The reactants are [CH3:1][O:2][C:3](=[O:16])[C:4]1[CH:9]=[C:8]([N+:10]([O-:12])=[O:11])[C:7]([NH2:13])=[C:6]([F:14])[C:5]=1F.[F:17][C:18]1[CH:23]=[CH:22][CH:21]=[CH:20][C:19]=1[NH2:24]. The catalyst is C(Cl)Cl. The product is [CH3:1][O:2][C:3](=[O:16])[C:4]1[CH:9]=[C:8]([N+:10]([O-:12])=[O:11])[C:7]([NH2:13])=[C:6]([F:14])[C:5]=1[NH:24][C:19]1[CH:20]=[CH:21][CH:22]=[CH:23][C:18]=1[F:17]. The yield is 0.520. (5) The reactants are C(=O)C1C=CC=CC=1.[CH3:9][NH:10][CH:11]1[CH2:16][CH2:15][CH:14]([NH2:17])[CH2:13][CH2:12]1.[C:26](O[C:26]([O:28][C:29]([CH3:32])([CH3:31])[CH3:30])=[O:27])([O:28][C:29]([CH3:32])([CH3:31])[CH3:30])=[O:27].S([O-])(O)(=O)=O.[K+]. The catalyst is C1(C)C=CC=CC=1. The product is [C:29]([O:28][C:26](=[O:27])[N:10]([CH:11]1[CH2:16][CH2:15][CH:14]([NH2:17])[CH2:13][CH2:12]1)[CH3:9])([CH3:30])([CH3:31])[CH3:32]. The yield is 0.590. (6) The reactants are [NH2:1][C@H:2]([C:5]([OH:7])=[O:6])[CH2:3][OH:4].S(Cl)([Cl:10])=O.[CH3:12]O. No catalyst specified. The product is [ClH:10].[CH3:12][O:6][C:5](=[O:7])[C@H:2]([NH2:1])[CH2:3][OH:4]. The yield is 1.00. (7) The reactants are [CH:1]1([CH2:4][C:5]([NH:7][C:8]2[N:9]=[C:10]3[CH:15]=[CH:14][C:13](I)=[N:12][N:11]3[CH:17]=2)=[O:6])[CH2:3][CH2:2]1.[NH2:18][C:19]1[CH:20]=[C:21]([OH:25])[CH:22]=[CH:23][CH:24]=1.C(=O)([O-])[O-].[K+].[K+].CN(C)C=O. The catalyst is [Cl-].[Na+].O.O1CCCC1.C(OCC)(=O)C. The product is [NH2:18][C:19]1[CH:20]=[C:21]([CH:22]=[CH:23][CH:24]=1)[O:25][C:13]1[CH:14]=[CH:15][C:10]2[N:11]([CH:17]=[C:8]([NH:7][C:5](=[O:6])[CH2:4][CH:1]3[CH2:3][CH2:2]3)[N:9]=2)[N:12]=1. The yield is 0.330. (8) The reactants are [OH:1][CH2:2][CH:3]1[CH2:7][CH2:6][CH2:5][N:4]1[CH2:8][C:9]1[CH:14]=[CH:13][C:12]([NH:15][CH:16]=[C:17]2[C:26]3[C:21](=[CH:22][CH:23]=[C:24](I)[CH:25]=3)[C:20](=[O:28])[NH:19][C:18]2=[O:29])=[CH:11][CH:10]=1.[S:30]1[CH:34]=[CH:33][C:32](B(O)O)=[CH:31]1.C([O-])([O-])=O.[Na+].[Na+].C(Cl)(Cl)Cl.P(C(C)(C)C)(C(C)(C)C)C(C)(C)C.[H+].[B-](F)(F)(F)F. The catalyst is CN(C)C=O.C1C=CC(/C=C/C(/C=C/C2C=CC=CC=2)=O)=CC=1.C1C=CC(/C=C/C(/C=C/C2C=CC=CC=2)=O)=CC=1.C1C=CC(/C=C/C(/C=C/C2C=CC=CC=2)=O)=CC=1.[Pd].[Pd]. The product is [OH:1][CH2:2][CH:3]1[CH2:7][CH2:6][CH2:5][N:4]1[CH2:8][C:9]1[CH:14]=[CH:13][C:12]([NH:15][CH:16]=[C:17]2[C:26]3[C:21](=[CH:22][CH:23]=[C:24]([C:32]4[CH:33]=[CH:34][S:30][CH:31]=4)[CH:25]=3)[C:20](=[O:28])[NH:19][C:18]2=[O:29])=[CH:11][CH:10]=1. The yield is 0.490. (9) The reactants are [CH:1]([C:3]1[N:7]([CH3:8])[CH:6]=[N:5][C:4]=1[C:9]1[CH:10]=[CH:11][C:12]([CH3:32])=[C:13]([NH:15][C:16](=[O:31])[C:17]2[CH:22]=[CH:21][C:20]([O:23][CH2:24][C:25]3[CH:30]=[CH:29][CH:28]=[CH:27][N:26]=3)=[CH:19][CH:18]=2)[CH:14]=1)=[O:2].[BH4-].[Na+].O. The catalyst is CO. The product is [OH:2][CH2:1][C:3]1[N:7]([CH3:8])[CH:6]=[N:5][C:4]=1[C:9]1[CH:10]=[CH:11][C:12]([CH3:32])=[C:13]([NH:15][C:16](=[O:31])[C:17]2[CH:18]=[CH:19][C:20]([O:23][CH2:24][C:25]3[CH:30]=[CH:29][CH:28]=[CH:27][N:26]=3)=[CH:21][CH:22]=2)[CH:14]=1. The yield is 0.570. (10) The reactants are Br[C:2]1[O:3][C:4]2[C:24]([O:25]C(=O)C)=[C:23]([O:29][CH3:30])[CH:22]=[CH:21][C:5]=2[C:6]=1[C:7](=[O:20])[C:8]1[CH:13]=[C:12]([O:14][CH3:15])[C:11]([O:16][CH3:17])=[C:10]([O:18][CH3:19])[CH:9]=1.[CH2:31]([NH2:38])[C:32]1[CH:37]=[CH:36][CH:35]=[CH:34][CH:33]=1. The catalyst is N1C=CC=CC=1. The product is [CH2:31]([NH:38][C:2]1[O:3][C:4]2[C:24]([OH:25])=[C:23]([O:29][CH3:30])[CH:22]=[CH:21][C:5]=2[C:6]=1[C:7]([C:8]1[CH:9]=[C:10]([O:18][CH3:19])[C:11]([O:16][CH3:17])=[C:12]([O:14][CH3:15])[CH:13]=1)=[O:20])[C:32]1[CH:37]=[CH:36][CH:35]=[CH:34][CH:33]=1. The yield is 0.830.